This data is from NCI-60 drug combinations with 297,098 pairs across 59 cell lines. The task is: Regression. Given two drug SMILES strings and cell line genomic features, predict the synergy score measuring deviation from expected non-interaction effect. Drug 1: CC12CCC(CC1=CCC3C2CCC4(C3CC=C4C5=CN=CC=C5)C)O. Drug 2: CN1C(=O)N2C=NC(=C2N=N1)C(=O)N. Cell line: ACHN. Synergy scores: CSS=-2.46, Synergy_ZIP=1.03, Synergy_Bliss=-1.56, Synergy_Loewe=-2.96, Synergy_HSA=-4.01.